This data is from Full USPTO retrosynthesis dataset with 1.9M reactions from patents (1976-2016). The task is: Predict the reactants needed to synthesize the given product. (1) Given the product [C:1]([O:5][C:6](=[O:7])[NH:8][C@@H:9]([CH2:13][C:14]1[CH:19]=[CH:18][C:17]([O:20][CH2:21][CH2:22][C@H:23]([CH:25]2[CH2:26][CH2:27][N:28]([C:31]3[O:35][N:34]=[C:33]([CH:36]([CH3:37])[CH3:38])[N:32]=3)[CH2:29][CH2:30]2)[CH3:24])=[CH:16][C:15]=1[F:39])[C:10]([N:43]1[CH2:44][C:41]([F:45])([F:40])[CH2:42]1)=[O:12])([CH3:3])([CH3:4])[CH3:2], predict the reactants needed to synthesize it. The reactants are: [C:1]([O:5][C:6]([NH:8][C@@H:9]([CH2:13][C:14]1[CH:19]=[CH:18][C:17]([O:20][CH2:21][CH2:22][C@H:23]([CH:25]2[CH2:30][CH2:29][N:28]([C:31]3[O:35][N:34]=[C:33]([CH:36]([CH3:38])[CH3:37])[N:32]=3)[CH2:27][CH2:26]2)[CH3:24])=[CH:16][C:15]=1[F:39])[C:10]([OH:12])=O)=[O:7])([CH3:4])([CH3:3])[CH3:2].[F:40][C:41]1([F:45])[CH2:44][NH:43][CH2:42]1. (2) Given the product [C:18]([O:22][C:23]([N:25]1[CH2:31][CH2:30][CH2:29][N:28]([C:32]2[CH:33]=[N:34][C:35]([NH:38][C:2]3[N:3]=[CH:4][C:5]4[CH:10]=[C:9]([C:11]#[N:12])[N:8]([CH:13]5[CH2:17][CH2:16][CH2:15][CH2:14]5)[C:6]=4[N:7]=3)=[CH:36][CH:37]=2)[CH2:27][CH2:26]1)=[O:24])([CH3:21])([CH3:19])[CH3:20], predict the reactants needed to synthesize it. The reactants are: Cl[C:2]1[N:3]=[CH:4][C:5]2[CH:10]=[C:9]([C:11]#[N:12])[N:8]([CH:13]3[CH2:17][CH2:16][CH2:15][CH2:14]3)[C:6]=2[N:7]=1.[C:18]([O:22][C:23]([N:25]1[CH2:31][CH2:30][CH2:29][N:28]([C:32]2[CH:33]=[N:34][C:35]([NH2:38])=[CH:36][CH:37]=2)[CH2:27][CH2:26]1)=[O:24])([CH3:21])([CH3:20])[CH3:19]. (3) Given the product [F:15][C:10]1[C:11]([CH3:12])=[C:2]([F:1])[C:3]([O:13][CH3:14])=[CH:4][C:5]=1[C:6]([O:8][CH3:9])=[O:7], predict the reactants needed to synthesize it. The reactants are: [F:1][C:2]1[C:11]([CH3:12])=[CH:10][C:5]([C:6]([O:8][CH3:9])=[O:7])=[CH:4][C:3]=1[O:13][CH3:14].[F:15][B-](F)(F)F.ClC[N+]12CC[N+](F)(CC1)CC2.F[B-](F)(F)F.C(O)(=O)C. (4) The reactants are: [CH3:1][C:2]([CH3:23])([CH3:22])[C:3]#[C:4][C:5]1[S:9][C:8]([C:10]([O:12][CH3:13])=[O:11])=[C:7]([NH:14][CH2:15][C:16]2[CH:17]=[N:18][N:19]([CH3:21])[CH:20]=2)[CH:6]=1.N1C=CC=CC=1.CN(C1C=CC=CN=1)C.[CH3:39][CH:40]1[CH2:45][CH2:44][CH:43]([C:46](Cl)=[O:47])[CH2:42][CH2:41]1. Given the product [CH3:1][C:2]([CH3:23])([CH3:22])[C:3]#[C:4][C:5]1[S:9][C:8]([C:10]([O:12][CH3:13])=[O:11])=[C:7]([N:14]([CH2:15][C:16]2[CH:17]=[N:18][N:19]([CH3:21])[CH:20]=2)[C:46]([C@H:43]2[CH2:44][CH2:45][C@H:40]([CH3:39])[CH2:41][CH2:42]2)=[O:47])[CH:6]=1, predict the reactants needed to synthesize it. (5) Given the product [C:1]([C:9]1[N:13]([C:14]2[CH:19]=[C:18]([C:20]3([CH3:23])[CH2:22][CH2:21]3)[CH:17]=[C:16]([C:24]([CH3:25])([CH3:26])[CH3:27])[CH:15]=2)[CH:12]=[C:11]([C:28]([NH:33][C@H:34]2[CH2:37][C@H:36]([C:38]([O:40][CH3:41])=[O:39])[CH2:35]2)=[O:29])[C:10]=1[CH3:31])(=[O:8])[C:2]1[CH:3]=[CH:4][CH:5]=[CH:6][CH:7]=1, predict the reactants needed to synthesize it. The reactants are: [C:1]([C:9]1[N:13]([C:14]2[CH:19]=[C:18]([C:20]3([CH3:23])[CH2:22][CH2:21]3)[CH:17]=[C:16]([C:24]([CH3:27])([CH3:26])[CH3:25])[CH:15]=2)[CH:12]=[C:11]([C:28](O)=[O:29])[C:10]=1[CH3:31])(=[O:8])[C:2]1[CH:7]=[CH:6][CH:5]=[CH:4][CH:3]=1.Cl.[NH2:33][C@H:34]1[CH2:37][C@H:36]([C:38]([O:40][CH3:41])=[O:39])[CH2:35]1.CN(C(ON1N=NC2C=CC=NC1=2)=[N+](C)C)C.F[P-](F)(F)(F)(F)F.CCN(C(C)C)C(C)C. (6) Given the product [CH:1]1([CH:4]([C:6]2[CH:11]=[CH:10][C:9]([F:12])=[CH:8][CH:7]=2)[C:28]2[C:27]3[C:31](=[C:23]([CH2:22][S:21][CH3:20])[CH:24]=[CH:25][CH:26]=3)[NH:30][CH:29]=2)[CH2:3][CH2:2]1, predict the reactants needed to synthesize it. The reactants are: [CH:1]1([CH:4]([C:6]2[CH:11]=[CH:10][C:9]([F:12])=[CH:8][CH:7]=2)O)[CH2:3][CH2:2]1.FC(F)(F)C(O)=O.[CH3:20][S:21][CH2:22][C:23]1[CH:24]=[CH:25][CH:26]=[C:27]2[C:31]=1[NH:30][CH:29]=[CH:28]2.